Task: Predict the product of the given reaction.. Dataset: Forward reaction prediction with 1.9M reactions from USPTO patents (1976-2016) (1) Given the reactants [CH2:1]1COC23OCCOC2([C@]2(CC[C@H]4[C@@H]([C@H](CO)CC5[C@]4(C)CCCC5)[C@@H]2C3)C)[O:2]1.C([C@@H:32]1[CH:49]2[C@:44]([CH3:51])([CH2:45][CH2:46][C:47](=[O:50])[CH2:48]2)[C@@H:43]2[C@H:34]([C@H:35]3[C@@:39]([CH2:41][CH2:42]2)([CH3:40])[C:38](=[O:52])[CH2:37][CH2:36]3)[CH2:33]1)#N, predict the reaction product. The product is: [OH:2][CH2:1][C@@H:33]1[CH2:32][CH:49]2[C@:44]([CH3:51])([CH2:45][CH2:46][C:47](=[O:50])[CH2:48]2)[C@@H:43]2[C@@H:34]1[C@H:35]1[C@@:39]([CH2:41][CH2:42]2)([CH3:40])[C:38](=[O:52])[CH2:37][CH2:36]1. (2) Given the reactants [C:1]([C:4]1[CH:9]=[CH:8][C:7]([C:10]2[CH:15]=[CH:14][CH:13]=[C:12]([CH:16]3[N:20]([C:21]4[CH:26]=[CH:25][CH:24]=[CH:23][C:22]=4[Cl:27])[N:19]=[C:18]([C:28]([F:34])([F:33])[C:29]([F:32])([F:31])[F:30])[CH2:17]3)[CH:11]=2)=[CH:6][CH:5]=1)(=[O:3])[CH3:2].[BH4-].[Na+], predict the reaction product. The product is: [Cl:27][C:22]1[CH:23]=[CH:24][CH:25]=[CH:26][C:21]=1[N:20]1[CH:16]([C:12]2[CH:11]=[C:10]([C:7]3[CH:8]=[CH:9][C:4]([CH:1]([OH:3])[CH3:2])=[CH:5][CH:6]=3)[CH:15]=[CH:14][CH:13]=2)[CH2:17][C:18]([C:28]([F:34])([F:33])[C:29]([F:30])([F:31])[F:32])=[N:19]1. (3) Given the reactants Cl[C:2]1[C:7]([C:8]([O:10][CH2:11][CH3:12])=[O:9])=[C:6]([CH2:13][CH3:14])[N:5]=[C:4]2[N:15]([CH2:18][CH3:19])[N:16]=[CH:17][C:3]=12.[NH2:20][CH:21]1[CH2:26][CH2:25][N:24]([C:27]([O:29][C:30]([CH3:33])([CH3:32])[CH3:31])=[O:28])[CH2:23][CH2:22]1.CCN(C(C)C)C(C)C.[Cl-].[Li+], predict the reaction product. The product is: [CH3:33][C:30]([O:29][C:27]([N:24]1[CH2:25][CH2:26][CH:21]([NH:20][C:2]2[C:7]([C:8]([O:10][CH2:11][CH3:12])=[O:9])=[C:6]([CH2:13][CH3:14])[N:5]=[C:4]3[N:15]([CH2:18][CH3:19])[N:16]=[CH:17][C:3]=23)[CH2:22][CH2:23]1)=[O:28])([CH3:31])[CH3:32]. (4) Given the reactants [CH3:1][C:2]1[N:3]=[C:4]([C:10]2[CH:15]=[CH:14][C:13]([C:16]([F:19])([F:18])[F:17])=[CH:12][CH:11]=2)[S:5][C:6]=1[C:7]([OH:9])=O.C(N(CC)CC)C.N1(OC(N(C)C)=[N+](C)C)C2C=CC=CC=2N=N1.[C:44]1([S:54]([NH2:57])(=[O:56])=[O:55])[C:45]([S:50]([NH2:53])(=[O:52])=[O:51])=[CH:46][CH:47]=[CH:48][CH:49]=1, predict the reaction product. The product is: [CH3:1][C:2]1[N:3]=[C:4]([C:10]2[CH:15]=[CH:14][C:13]([C:16]([F:19])([F:18])[F:17])=[CH:12][CH:11]=2)[S:5][C:6]=1[C:7]([NH:57][S:54]([C:44]1[CH:49]=[CH:48][CH:47]=[CH:46][C:45]=1[S:50](=[O:52])(=[O:51])[NH2:53])(=[O:56])=[O:55])=[O:9].